This data is from Full USPTO retrosynthesis dataset with 1.9M reactions from patents (1976-2016). The task is: Predict the reactants needed to synthesize the given product. (1) Given the product [O:27]1[CH2:32][CH2:31][CH:30]([CH2:33][NH:34][C:9]([C:7]2[C:6]([NH:13][C:14]([C:16]3[C:25]4[C:20](=[CH:21][CH:22]=[CH:23][CH:24]=4)[C:19]([CH3:26])=[CH:18][CH:17]=3)=[O:15])=[CH:5][CH:4]=[C:3]([O:2][CH3:1])[N:8]=2)=[O:10])[CH2:29][CH2:28]1, predict the reactants needed to synthesize it. The reactants are: [CH3:1][O:2][C:3]1[N:8]=[C:7]([C:9](OC)=[O:10])[C:6]([NH:13][C:14]([C:16]2[C:25]3[C:20](=[CH:21][CH:22]=[CH:23][CH:24]=3)[C:19]([CH3:26])=[CH:18][CH:17]=2)=[O:15])=[CH:5][CH:4]=1.[O:27]1[CH2:32][CH2:31][CH:30]([CH2:33][NH2:34])[CH2:29][CH2:28]1. (2) Given the product [CH3:16][O:1][C:2]1[CH:11]=[C:10]2[C:5]([CH:6]=[CH:7][CH:8]=[C:9]2[NH:12][C:13](=[O:15])[CH3:14])=[CH:4][CH:3]=1, predict the reactants needed to synthesize it. The reactants are: [OH:1][C:2]1[CH:11]=[C:10]2[C:5]([CH:6]=[CH:7][CH:8]=[C:9]2[NH:12][C:13](=[O:15])[CH3:14])=[CH:4][CH:3]=1.[C:16](=O)([O-])[O-].[K+].[K+].IC. (3) The reactants are: F[C:2]1[CH:9]=[CH:8][C:7]([C:10]([F:13])([F:12])[F:11])=[CH:6][C:3]=1[CH:4]=[O:5].[NH:14]1[CH2:19][CH2:18][O:17][CH2:16][CH2:15]1.C(=O)([O-])[O-].[K+].[K+].CS(C)=O. Given the product [N:14]1([C:2]2[CH:9]=[CH:8][C:7]([C:10]([F:13])([F:12])[F:11])=[CH:6][C:3]=2[CH:4]=[O:5])[CH2:19][CH2:18][O:17][CH2:16][CH2:15]1, predict the reactants needed to synthesize it. (4) Given the product [Cl:1][C:2]1[CH:7]=[CH:6][C:5]([CH2:8][Cl:26])=[C:4]([O:10][CH2:11][CH3:12])[CH:3]=1, predict the reactants needed to synthesize it. The reactants are: [Cl:1][C:2]1[CH:7]=[CH:6][C:5]([CH2:8]O)=[C:4]([O:10][CH2:11][CH3:12])[CH:3]=1.N1C=CC=CC=1.O1CCCC1.S(Cl)([Cl:26])=O. (5) Given the product [N:1]1[C:5]2[CH:9]=[CH:8][CH:7]=[N:6][C:4]=2[C:3](=[O:16])[N:2]=1, predict the reactants needed to synthesize it. The reactants are: [NH:1]1[CH:5]=[CH:4][CH:3]=[N:2]1.[NH:6]1C=C[CH:9]=[CH:8][C:7]1=O.FC(F)(F)C(O)=[O:16].[N+]([O-])(O)=O.S(=O)(=O)(O)O.Cl.FC(F)(F)C(O)=O.C(Cl)Cl.Cl.C(O)(C)C.C1COCC1.Cl.O.C1COCC1. (6) Given the product [OH:3][CH:4]([C:6]1[CH:7]=[C:8]([C:24]([OH:26])=[O:25])[CH:9]=[C:10]2[C:15]=1[O:14][C:13]([N:16]1[CH2:21][CH2:20][O:19][C@H:18]([CH3:22])[CH2:17]1)=[CH:12][C:11]2=[O:23])[CH3:5], predict the reactants needed to synthesize it. The reactants are: [OH-].[Na+].[OH:3][CH:4]([C:6]1[CH:7]=[C:8]([C:24]([O:26]C)=[O:25])[CH:9]=[C:10]2[C:15]=1[O:14][C:13]([N:16]1[CH2:21][CH2:20][O:19][C@H:18]([CH3:22])[CH2:17]1)=[CH:12][C:11]2=[O:23])[CH3:5].O.Cl. (7) Given the product [Cl:1][C:2]1[N:7]=[CH:6][N:5]=[C:4]([NH2:8])[C:3]=1[I:17], predict the reactants needed to synthesize it. The reactants are: [Cl:1][C:2]1[N:7]=[CH:6][N:5]=[C:4]([NH2:8])[CH:3]=1.FC(F)(F)S(O)(=O)=O.[I:17]N1C(=O)CCC1=O.[OH-].[Na+]. (8) Given the product [ClH:4].[C:8]1([C:14]2[CH:18]=[C:17]([CH2:19][N:20]3[CH2:21][CH2:22][CH:23]([CH2:26][C:27]([Cl:7])=[O:28])[CH2:24][CH2:25]3)[O:16][N:15]=2)[CH:9]=[CH:10][CH:11]=[CH:12][CH:13]=1, predict the reactants needed to synthesize it. The reactants are: C(Cl)(=O)C([Cl:4])=O.[ClH:7].[C:8]1([C:14]2[CH:18]=[C:17]([CH2:19][N:20]3[CH2:25][CH2:24][CH:23]([CH2:26][C:27](O)=[O:28])[CH2:22][CH2:21]3)[O:16][N:15]=2)[CH:13]=[CH:12][CH:11]=[CH:10][CH:9]=1.